Dataset: Full USPTO retrosynthesis dataset with 1.9M reactions from patents (1976-2016). Task: Predict the reactants needed to synthesize the given product. Given the product [CH2:1]([C@H:8]([NH:22][C:23]([C:25]1[CH:26]=[C:27]([CH:31]=[CH:32][C:33]=1[CH3:34])[C:28]([OH:30])=[O:29])=[O:24])[C@H:9]([OH:21])[CH2:10][NH:11][CH2:12][C:13]1[CH:18]=[CH:17][CH:16]=[C:15]([O:19][CH3:20])[CH:14]=1)[C:2]1[CH:7]=[CH:6][CH:5]=[CH:4][CH:3]=1, predict the reactants needed to synthesize it. The reactants are: [CH2:1]([C@H:8]([NH:22][C:23]([C:25]1[CH:26]=[C:27]([CH:31]=[CH:32][C:33]=1[CH3:34])[C:28]([O-:30])=[O:29])=[O:24])[C@H:9]([OH:21])[CH2:10][NH:11][CH2:12][C:13]1[CH:18]=[CH:17][CH:16]=[C:15]([O:19][CH3:20])[CH:14]=1)[C:2]1[CH:7]=[CH:6][CH:5]=[CH:4][CH:3]=1.[OH-].[Li+].